Predict the reaction yield, written as a fraction of the theoretical maximum amount of product (1.0 means a 100% yield; for example, 0.34 means a 34% yield). From a dataset of Reaction yield outcomes from USPTO patents with 853,638 reactions. (1) The product is [F:18][C:17]1[CH:9]=[C:10]2[C:14](=[C:15]([C:19]#[N:20])[CH:16]=1)[NH:13][C:12]([CH3:29])=[C:11]2[CH3:30]. The reactants are ClC1N=CC(C[C:9]2[C:17]([F:18])=[CH:16][C:15]([C:19]#[N:20])=[C:14]3[C:10]=2[C:11]([CH3:30])=[C:12]([CH3:29])[N:13]3COCC[Si](C)(C)C)=CC=1.[F-].C([N+](CCCC)(CCCC)CCCC)CCC. The catalyst is C1COCC1.CCOC(C)=O. The yield is 0.610. (2) The reactants are [F-:1].[Cs+].[C:3]1([S:9][CH2:10]Cl)[CH:8]=[CH:7][CH:6]=[CH:5][CH:4]=1. The catalyst is C(#N)C. The product is [C:3]1([S:9][CH2:10][F:1])[CH:8]=[CH:7][CH:6]=[CH:5][CH:4]=1. The yield is 0.585. (3) The reactants are [Cl:1][C:2]1[N:7]=[C:6]([NH:8][C:9]2[C:17]3[O:16][CH2:15][O:14][C:13]=3[CH:12]=[CH:11][C:10]=2[Cl:18])[CH:5]=[CH:4][N:3]=1.[C:19](=O)([O-])[O-].[K+].[K+].IC. The catalyst is CN(C=O)C. The product is [Cl:1][C:2]1[N:7]=[C:6]([N:8]([C:9]2[C:17]3[O:16][CH2:15][O:14][C:13]=3[CH:12]=[CH:11][C:10]=2[Cl:18])[CH3:19])[CH:5]=[CH:4][N:3]=1. The yield is 0.980.